The task is: Regression. Given a peptide amino acid sequence and an MHC pseudo amino acid sequence, predict their binding affinity value. This is MHC class II binding data.. This data is from Peptide-MHC class II binding affinity with 134,281 pairs from IEDB. (1) The peptide sequence is VDAAFKVAATAANAAPANDK. The MHC is DRB5_0101 with pseudo-sequence DRB5_0101. The binding affinity (normalized) is 0.627. (2) The binding affinity (normalized) is 0.422. The MHC is DRB1_1501 with pseudo-sequence DRB1_1501. The peptide sequence is GELQITDKIDAAFKI.